From a dataset of Full USPTO retrosynthesis dataset with 1.9M reactions from patents (1976-2016). Predict the reactants needed to synthesize the given product. (1) Given the product [C:1]([OH:8])(=[O:7])[CH2:2][CH2:3][C:4]([OH:6])=[O:5].[S:12]([O-:15])([O-:14])(=[O:13])=[O:11].[Na+:9].[Na+:9], predict the reactants needed to synthesize it. The reactants are: [C:1]([O-:8])(=[O:7])[CH2:2][CH2:3][C:4]([O-:6])=[O:5].[Na+:9].[Na+].[OH:11][S:12]([OH:15])(=[O:14])=[O:13].C(O)C.C([O-])(=O)CCC([O-])=O.[Na+].[Na+]. (2) Given the product [NH2:30][C:31]1[N:36]=[CH:35][C:34]([C:2]2[N:3]=[C:4]([N:13]3[CH2:18][CH2:17][O:16][CH2:15][CH2:14]3)[C:5]3[S:10][C:9]([C:25]4[CH:26]=[C:22]([C:19]([OH:21])=[O:20])[S:23][CH:24]=4)=[C:8]([CH3:12])[C:6]=3[N:7]=2)=[CH:33][N:32]=1, predict the reactants needed to synthesize it. The reactants are: Cl[C:2]1[N:3]=[C:4]([N:13]2[CH2:18][CH2:17][O:16][CH2:15][CH2:14]2)[C:5]2[S:10][C:9](I)=[C:8]([CH3:12])[C:6]=2[N:7]=1.[C:19]([C:22]1[S:23][CH:24]=[C:25](B(O)O)[CH:26]=1)([OH:21])=[O:20].[NH2:30][C:31]1[N:36]=[CH:35][C:34](B2OC(C)(C)C(C)(C)O2)=[CH:33][N:32]=1.